Dataset: hERG potassium channel inhibition data for cardiac toxicity prediction from Karim et al.. Task: Regression/Classification. Given a drug SMILES string, predict its toxicity properties. Task type varies by dataset: regression for continuous values (e.g., LD50, hERG inhibition percentage) or binary classification for toxic/non-toxic outcomes (e.g., AMES mutagenicity, cardiotoxicity, hepatotoxicity). Dataset: herg_karim. (1) The compound is CC(C)(C)NC(=O)NCCN1CC(NC(=O)c2cc(Cl)cc(Cl)c2)C1. The result is 0 (non-blocker). (2) The molecule is O=C(C1CC1c1ccc(C(F)(F)F)cc1)N1CCN(S(=O)(=O)c2cc(-c3cc[nH]n3)cc(C(F)(F)F)c2)CC1. The result is 1 (blocker).